Dataset: Forward reaction prediction with 1.9M reactions from USPTO patents (1976-2016). Task: Predict the product of the given reaction. (1) Given the reactants Cl[C:2]1[C:7]([F:8])=[C:6]([O:9][CH2:10][C:11]#[C:12][CH3:13])[N:5]=[CH:4][N:3]=1.C(=O)([O-])[O-].[K+].[K+].[F:20][C:21]1[CH:26]=[CH:25][CH:24]=[C:23]([F:27])[C:22]=1[OH:28].[Cl-].[NH4+], predict the reaction product. The product is: [CH2:10]([O:9][C:6]1[C:7]([F:8])=[C:2]([O:28][C:22]2[C:21]([F:20])=[CH:26][CH:25]=[CH:24][C:23]=2[F:27])[N:3]=[CH:4][N:5]=1)[C:11]#[C:12][CH3:13]. (2) Given the reactants Cl.[NH2:2][C:3]1[CH:4]=[C:5]([CH:9]=[CH:10][C:11]=1[Cl:12])[C:6]([OH:8])=[O:7].N([O-])=O.[Na+].N([O-])=O.S(=O)(=O)(O)[NH2:21].[CH3:25][C:26]([C:33]1[CH:38]=[CH:37][C:36]([OH:39])=[C:35]([C:40]([C:43]2[CH:48]=[CH:47][CH:46]=[CH:45][CH:44]=2)([CH3:42])[CH3:41])[CH:34]=1)([CH3:32])[CH2:27][C:28]([CH3:31])([CH3:30])[CH3:29].[OH-].[Ca+2].[OH-], predict the reaction product. The product is: [Cl:12][C:11]1[CH:10]=[CH:9][C:5]([C:6]([OH:8])=[O:7])=[CH:4][C:3]=1[N:2]=[N:21][C:37]1[CH:38]=[C:33]([C:26]([CH3:25])([CH3:32])[CH2:27][C:28]([CH3:29])([CH3:30])[CH3:31])[CH:34]=[C:35]([C:40]([CH3:41])([C:43]2[CH:44]=[CH:45][CH:46]=[CH:47][CH:48]=2)[CH3:42])[C:36]=1[OH:39]. (3) Given the reactants CS(O[CH2:6][CH:7]1[CH2:12][CH2:11][N:10]([C:13]([O:15][C:16]([CH3:19])([CH3:18])[CH3:17])=[O:14])[CH2:9][CH2:8]1)(=O)=O.[I-:20].[Na+], predict the reaction product. The product is: [I:20][CH2:6][CH:7]1[CH2:12][CH2:11][N:10]([C:13]([O:15][C:16]([CH3:19])([CH3:18])[CH3:17])=[O:14])[CH2:9][CH2:8]1. (4) Given the reactants [Br:1][C:2]1[CH:7]=[CH:6][C:5]([N:8]([CH2:12][C:13](=O)[CH3:14])[C:9](=O)C)=[C:4]([O:16][CH3:17])[CH:3]=1.C([O-])(=O)C.[NH4+:22].[OH-].[Na+], predict the reaction product. The product is: [Br:1][C:2]1[CH:7]=[CH:6][C:5]([N:8]2[CH:12]=[C:13]([CH3:14])[N:22]=[CH:9]2)=[C:4]([O:16][CH3:17])[CH:3]=1. (5) Given the reactants [C:1]([S:4][CH2:5][CH2:6][C@H:7]([NH:11][C:12]([O:14][CH2:15][C:16]1[CH:21]=[CH:20][CH:19]=[CH:18][CH:17]=1)=[O:13])[C:8]([OH:10])=O)(=[O:3])[CH3:2].[NH2:22][CH2:23][CH2:24][CH2:25][CH2:26][CH2:27][OH:28].C(Cl)CCl.C1C=CC2N(O)N=NC=2C=1, predict the reaction product. The product is: [C:1](=[O:3])([S:4][CH2:5][CH2:6][C@H:7]([NH:11][C:12]([O:14][CH2:15][C:16]1[CH:21]=[CH:20][CH:19]=[CH:18][CH:17]=1)=[O:13])[C:8]([NH:22][CH2:23][CH2:24][CH2:25][CH2:26][CH2:27][OH:28])=[O:10])[CH3:2]. (6) Given the reactants C(Cl)(=O)[C:2](Cl)=[O:3].CS(C)=O.[Br:11][C:12]1([C:15]([NH:17][CH2:18][CH2:19][CH2:20]CO)=[O:16])[CH2:14][CH2:13]1.[Cl-].[Na+], predict the reaction product. The product is: [Br:11][C:12]1([C:15]([NH:17][CH:18]([CH:2]=[O:3])[CH2:19][CH3:20])=[O:16])[CH2:13][CH2:14]1. (7) Given the reactants [F:1][C:2]1[CH:3]=[C:4]([CH:6]=[CH:7][C:8]=1[F:9])[NH2:5].[O:10]=[CH:11][C:12]([O:14][CH2:15][CH3:16])=[O:13].[CH3:17]O, predict the reaction product. The product is: [F:1][C:2]1[CH:3]=[C:4]([CH:6]=[CH:7][C:8]=1[F:9])[NH:5][CH:11]([O:10][CH3:17])[C:12]([O:14][CH2:15][CH3:16])=[O:13].